Dataset: Forward reaction prediction with 1.9M reactions from USPTO patents (1976-2016). Task: Predict the product of the given reaction. (1) Given the reactants [CH3:1][O:2][C:3](=[O:20])[CH:4]([S:11]([C:14]1[CH:19]=[CH:18][CH:17]=[CH:16][CH:15]=1)(=[O:13])=[O:12])[CH:5]1[CH2:9][CH2:8][C:7](=[O:10])[CH2:6]1.[H-].[Na+].[CH3:23]I.O, predict the reaction product. The product is: [CH3:1][O:2][C:3](=[O:20])[C:4]([S:11]([C:14]1[CH:15]=[CH:16][CH:17]=[CH:18][CH:19]=1)(=[O:12])=[O:13])([CH:5]1[CH2:9][CH2:8][C:7](=[O:10])[CH2:6]1)[CH3:23]. (2) Given the reactants C1C=CC(NC2C=CC(N)=CC=2)=CC=1.[OH:15]C1C2N=NNC=2C=CC=1.[CH:25]1([N:31]=[C:32]=[N:33][CH:34]2[CH2:39][CH2:38][CH2:37][CH2:36][CH2:35]2)[CH2:30][CH2:29][CH2:28][CH2:27][CH2:26]1, predict the reaction product. The product is: [C:32]([NH:31][CH:25]1[CH2:26][CH2:27][CH2:28][CH2:29][CH2:30]1)([NH:33][CH:34]1[CH2:39][CH2:38][CH2:37][CH2:36][CH2:35]1)=[O:15].